This data is from Forward reaction prediction with 1.9M reactions from USPTO patents (1976-2016). The task is: Predict the product of the given reaction. Given the reactants Br[C:2]1[S:6][C:5]([C:7]2[N:11]=[C:10]([CH3:12])[O:9][N:8]=2)=[N:4][C:3]=1[CH2:13][CH:14]1[CH2:19][CH2:18][CH2:17][CH2:16][CH2:15]1.[C:20]([NH:24][S:25]([C:28]1[C:37]2[C:32](=[CH:33][CH:34]=[CH:35][CH:36]=2)[C:31](B2OC(C)(C)C(C)(C)O2)=[CH:30][CH:29]=1)(=[O:27])=[O:26])([CH3:23])([CH3:22])[CH3:21].C([O-])([O-])=O.[Na+].[Na+], predict the reaction product. The product is: [C:20]([NH:24][S:25]([C:28]1[C:37]2[C:32](=[CH:33][CH:34]=[CH:35][CH:36]=2)[C:31]([C:2]2[S:6][C:5]([C:7]3[N:11]=[C:10]([CH3:12])[O:9][N:8]=3)=[N:4][C:3]=2[CH2:13][CH:14]2[CH2:19][CH2:18][CH2:17][CH2:16][CH2:15]2)=[CH:30][CH:29]=1)(=[O:27])=[O:26])([CH3:23])([CH3:21])[CH3:22].